This data is from Full USPTO retrosynthesis dataset with 1.9M reactions from patents (1976-2016). The task is: Predict the reactants needed to synthesize the given product. (1) Given the product [I:1][C:2]1[CH:7]=[CH:6][C:5]([NH:8][C:9]2[C:14]([C:15]([O:17][CH2:21][CH3:22])=[O:16])=[CH:13][N:12]3[C:29]([CH3:30])=[N:19][N:18]=[C:11]3[CH:10]=2)=[C:4]([CH3:20])[CH:3]=1, predict the reactants needed to synthesize it. The reactants are: [I:1][C:2]1[CH:7]=[CH:6][C:5]([NH:8][C:9]2[C:14]([C:15]([O-:17])=[O:16])=[CH:13][N:12]=[C:11]([NH:18][NH2:19])[CH:10]=2)=[C:4]([CH3:20])[CH:3]=1.[C:21](OC(=O)C)(=O)[CH3:22].N1C=CC=[CH:30][CH:29]=1. (2) Given the product [C:1]([O:5][C:6](=[O:18])[CH2:7][N:8]1[C:16]2[C:11](=[CH:12][CH:13]=[C:14]([O:17][CH2:26][CH2:25][C:24]3[S:23][C:22]([C:28]4[CH:29]=[CH:30][C:31]([C:34]([F:37])([F:35])[F:36])=[CH:32][CH:33]=4)=[N:21][C:20]=3[CH3:19])[CH:15]=2)[CH:10]=[CH:9]1)([CH3:4])([CH3:2])[CH3:3], predict the reactants needed to synthesize it. The reactants are: [C:1]([O:5][C:6](=[O:18])[CH2:7][N:8]1[C:16]2[C:11](=[CH:12][CH:13]=[C:14]([OH:17])[CH:15]=2)[CH:10]=[CH:9]1)([CH3:4])([CH3:3])[CH3:2].[CH3:19][C:20]1[N:21]=[C:22]([C:28]2[CH:33]=[CH:32][C:31]([C:34]([F:37])([F:36])[F:35])=[CH:30][CH:29]=2)[S:23][C:24]=1[CH2:25][CH2:26]O.C1(P(C2C=CC=CC=2)C2C=CC=CC=2)C=CC=CC=1.N(C(OC(C)(C)C)=O)=NC(OC(C)(C)C)=O. (3) Given the product [N:10]1[C:4]2[C:5](=[CH:6][CH:1]=[CH:2][CH:3]=2)[CH:7]=[CH:8][CH:9]=1, predict the reactants needed to synthesize it. The reactants are: [CH:1]1[CH:6]=[C:5]2[CH:7]=[CH:8][C:9](C3C(=O)C4C(=CC=CC=4)C3=O)=[N:10][C:4]2=[CH:3][CH:2]=1.[OH-].[Na+].Cl.